Dataset: Full USPTO retrosynthesis dataset with 1.9M reactions from patents (1976-2016). Task: Predict the reactants needed to synthesize the given product. Given the product [CH2:1]([O:3][C:4]([C:6]1[C:10]([Br:11])=[C:9]([C:12]2[CH:17]=[CH:16][C:15]([F:18])=[CH:14][CH:13]=2)[N:8]([C:19]2[CH:24]=[CH:23][C:22]([O:29][CH3:27])=[CH:21][CH:20]=2)[C:7]=1[CH2:25][Br:26])=[O:5])[CH3:2], predict the reactants needed to synthesize it. The reactants are: [CH2:1]([O:3][C:4]([C:6]1[C:10]([Br:11])=[C:9]([C:12]2[CH:17]=[CH:16][C:15]([F:18])=[CH:14][CH:13]=2)[N:8]([C:19]2[CH:24]=[CH:23][CH:22]=[CH:21][CH:20]=2)[C:7]=1[CH2:25][Br:26])=[O:5])[CH3:2].[CH2:27]([O:29]C(C1C=C(C2C=CC(F)=CC=2)N(C2C=CC(OC)=CC=2)C=1C)=O)C.